Predict the product of the given reaction. From a dataset of Forward reaction prediction with 1.9M reactions from USPTO patents (1976-2016). (1) Given the reactants C1(S(N2C3=NC=CC=C3C=C2C([C:26]2[CH:38]=[CH:37][C:29]([C:30]([NH:32]C(C)(C)C)=[O:31])=[CH:28][CH:27]=2)=CC2CCCC2)(=O)=O)C=CC=CC=1.[F-].C([N+](CCCC)(CCCC)CCCC)CCC, predict the reaction product. The product is: [C:30]([NH2:32])(=[O:31])[C:29]1[CH:37]=[CH:38][CH:26]=[CH:27][CH:28]=1. (2) The product is: [F:29][C:30]1[CH:31]=[C:32]([CH:36]=[C:37]([F:41])[C:38]=1[O:39][CH3:40])[C:33]([N:3]1[C:4]2[CH:9]=[CH:8][CH:7]=[CH:6][C:5]=2[S:1][CH2:2]1)=[O:34]. Given the reactants [S:1]1[C:5]2[CH:6]=[CH:7][CH:8]=[CH:9][C:4]=2[NH:3][CH2:2]1.NC1C=CC=CC=1S.C=O.C(N(C(C)C)CC)(C)C.[F:29][C:30]1[CH:31]=[C:32]([CH:36]=[C:37]([F:41])[C:38]=1[O:39][CH3:40])[C:33](Cl)=[O:34], predict the reaction product. (3) Given the reactants [NH:1]1[C:9]2[C:4](=[CH:5][C:6]([NH2:10])=[CH:7][CH:8]=2)[CH:3]=[N:2]1.[N:11]([O-])=O.[Na+].O.O.[Cl:17][Sn]Cl, predict the reaction product. The product is: [ClH:17].[NH:1]1[C:9]2[C:4](=[CH:5][C:6]([NH:10][NH2:11])=[CH:7][CH:8]=2)[CH:3]=[N:2]1. (4) Given the reactants C([C:6]1[CH:16]=[CH:15][C:9]([CH:10]=[CH:11][C:12]([OH:14])=O)=[CH:8][C:7]=1[O:17][CH3:18])(=O)CCC.CN(C=[O:23])C.[C:24](Cl)(=[O:28])[C:25](Cl)=O.[NH2:30][C:31]1[S:32][CH:33]=[C:34]([C:36]2[CH:41]=[CH:40][C:39]([F:42])=[CH:38][CH:37]=2)[N:35]=1.N1[CH:48]=[CH:47]C=CC=1, predict the reaction product. The product is: [F:42][C:39]1[CH:38]=[CH:37][C:36]([C:34]2[N:35]=[C:31]([NH:30][C:12]([CH:11]=[CH:10][C:9]3[CH:15]=[CH:16][C:6]([O:23][C:24](=[O:28])[CH2:25][CH2:47][CH3:48])=[C:7]([O:17][CH3:18])[CH:8]=3)=[O:14])[S:32][CH:33]=2)=[CH:41][CH:40]=1. (5) Given the reactants [CH2:1]([C:4]1[CH:5]=[N:6][C:7]([N:10]2[CH2:15][CH2:14][CH:13]([OH:16])[CH2:12][CH2:11]2)=[N:8][CH:9]=1)[CH2:2][CH3:3].[H-].[Na+].[Br:19][C:20]1[CH:29]=[CH:28][C:23]2[N:24]=[C:25](Cl)[S:26][C:22]=2[CH:21]=1, predict the reaction product. The product is: [Br:19][C:20]1[CH:29]=[CH:28][C:23]2[N:24]=[C:25]([O:16][CH:13]3[CH2:14][CH2:15][N:10]([C:7]4[N:8]=[CH:9][C:4]([CH2:1][CH2:2][CH3:3])=[CH:5][N:6]=4)[CH2:11][CH2:12]3)[S:26][C:22]=2[CH:21]=1. (6) The product is: [Si:42]([O:9][CH2:8][CH2:7][CH2:6][C@@H:5]([NH:10][C:11]1[N:19]=[C:18]([C:20]#[N:21])[N:17]=[C:16]2[C:12]=1[N:13]([CH2:22][C:23]1[CH:24]=[CH:25][C:26]([C:29]([F:32])([F:30])[F:31])=[CH:27][CH:28]=1)[CH:14]=[N:15]2)[CH:1]1[CH2:4][CH2:3][CH2:2]1)([C:38]([CH3:41])([CH3:40])[CH3:39])([CH3:44])[CH3:43]. Given the reactants [CH:1]1([C@H:5]([NH:10][C:11]2[N:19]=[C:18]([C:20]#[N:21])[N:17]=[C:16]3[C:12]=2[N:13]([CH2:22][C:23]2[CH:28]=[CH:27][C:26]([C:29]([F:32])([F:31])[F:30])=[CH:25][CH:24]=2)[CH:14]=[N:15]3)[CH2:6][CH2:7][CH2:8][OH:9])[CH2:4][CH2:3][CH2:2]1.N1C=CN=C1.[C:38]([Si:42](Cl)([CH3:44])[CH3:43])([CH3:41])([CH3:40])[CH3:39], predict the reaction product. (7) Given the reactants [Cl:1][C:2]1[C:7]([C:8]2[C:9](=[O:31])[N:10]([CH2:29][CH3:30])[C:11]3[C:16]([CH:17]=2)=[CH:15][N:14]=[C:13]([N:18](CC2C=CC(OC)=CC=2)[CH3:19])[CH:12]=3)=[CH:6][C:5]([NH:32][C:33]([NH:35][C:36]2[CH:41]=[C:40]([F:42])[CH:39]=[C:38]([Cl:43])[CH:37]=2)=[O:34])=[C:4]([F:44])[CH:3]=1.C1(OC)C=CC=CC=1, predict the reaction product. The product is: [Cl:1][C:2]1[C:7]([C:8]2[C:9](=[O:31])[N:10]([CH2:29][CH3:30])[C:11]3[C:16]([CH:17]=2)=[CH:15][N:14]=[C:13]([NH:18][CH3:19])[CH:12]=3)=[CH:6][C:5]([NH:32][C:33]([NH:35][C:36]2[CH:41]=[C:40]([F:42])[CH:39]=[C:38]([Cl:43])[CH:37]=2)=[O:34])=[C:4]([F:44])[CH:3]=1.